Predict the product of the given reaction. From a dataset of Forward reaction prediction with 1.9M reactions from USPTO patents (1976-2016). (1) Given the reactants [C:1]([N:4]1[CH:9]([C:10]2[CH:15]=[CH:14][CH:13]=[C:12]([Cl:16])[CH:11]=2)[C:8]([C:17]([OH:19])=O)=[C:7]([CH3:20])[NH:6][C:5]1=[O:21])(=[O:3])[NH2:2].[C:22]1([CH:28]([C:32]2[CH:37]=[CH:36][CH:35]=[CH:34][CH:33]=2)[CH2:29][CH2:30][NH2:31])[CH:27]=[CH:26][CH:25]=[CH:24][CH:23]=1.CCN=C=NCCCN(C)C.Cl, predict the reaction product. The product is: [C:32]1([CH:28]([C:22]2[CH:23]=[CH:24][CH:25]=[CH:26][CH:27]=2)[CH2:29][CH2:30][NH:31][C:17]([C:8]2[CH:9]([C:10]3[CH:15]=[CH:14][CH:13]=[C:12]([Cl:16])[CH:11]=3)[N:4]([C:1](=[O:3])[NH2:2])[C:5](=[O:21])[NH:6][C:7]=2[CH3:20])=[O:19])[CH:33]=[CH:34][CH:35]=[CH:36][CH:37]=1. (2) Given the reactants Br[C:2]1[C:10]2[C:9](=[O:11])[N:8]([CH2:12][CH2:13][C:14]3[N:15]=[C:16]4[CH:21]=[C:20]([F:22])[CH:19]=[CH:18][N:17]4[CH:23]=3)[N:7]=[CH:6][C:5]=2[S:4][CH:3]=1.[N:24]1[CH:29]=[CH:28][C:27](B(O)O)=[CH:26][CH:25]=1.C([O-])([O-])=O.[Cs+].[Cs+], predict the reaction product. The product is: [F:22][C:20]1[CH:19]=[CH:18][N:17]2[CH:23]=[C:14]([CH2:13][CH2:12][N:8]3[C:9](=[O:11])[C:10]4[C:2]([C:27]5[CH:28]=[CH:29][N:24]=[CH:25][CH:26]=5)=[CH:3][S:4][C:5]=4[CH:6]=[N:7]3)[N:15]=[C:16]2[CH:21]=1. (3) Given the reactants N[C:2]1[C:7]2[N:8]([CH2:11][C:12]([NH:14][CH2:15][C:16]3[CH:21]=[CH:20][C:19]([C:22]([CH3:25])([CH3:24])[CH3:23])=[CH:18][CH:17]=3)=[O:13])[CH:9]=[N:10][C:6]=2[CH:5]=[CH:4][CH:3]=1.N([O-])=O.[Na+].[I-:30].[K+], predict the reaction product. The product is: [C:22]([C:19]1[CH:20]=[CH:21][C:16]([CH2:15][NH:14][C:12](=[O:13])[CH2:11][N:8]2[C:7]3[C:2]([I:30])=[CH:3][CH:4]=[CH:5][C:6]=3[N:10]=[CH:9]2)=[CH:17][CH:18]=1)([CH3:25])([CH3:24])[CH3:23]. (4) Given the reactants [NH2:1][CH2:2][C@@H:3]1[C@H:8]([CH3:9])[CH2:7][CH2:6][CH2:5][N:4]1[C:10]([C:12]1[C:17]([N:18]2[N:22]=[CH:21][CH:20]=[N:19]2)=[CH:16][CH:15]=[CH:14][C:13]=1[F:23])=[O:11].Cl[C:25]1[N:30]=[CH:29][C:28]([Cl:31])=[CH:27][N:26]=1, predict the reaction product. The product is: [Cl:31][C:28]1[CH:27]=[N:26][C:25]([NH:1][CH2:2][C@@H:3]2[C@H:8]([CH3:9])[CH2:7][CH2:6][CH2:5][N:4]2[C:10]([C:12]2[C:17]([N:18]3[N:19]=[CH:20][CH:21]=[N:22]3)=[CH:16][CH:15]=[CH:14][C:13]=2[F:23])=[O:11])=[N:30][CH:29]=1. (5) Given the reactants [Si:1]([O:8][C@H:9]1[C@H:13]2[O:14][CH2:15][C@@H:16]([O:17][CH2:18][C:19]#[C:20][C:21]3[C:26]([NH:27]C(=O)OC(C)(C)C)=[CH:25][C:24]([F:35])=[C:23]([Cl:36])[N:22]=3)[C@H:12]2[O:11][CH2:10]1)([C:4]([CH3:7])([CH3:6])[CH3:5])([CH3:3])[CH3:2].C1CCN2C(=NCCC2)CC1, predict the reaction product. The product is: [Si:1]([O:8][C@H:9]1[C@H:13]2[O:14][CH2:15][C@@H:16]([O:17][CH2:18][C:19]3[NH:27][C:26]4[C:21](=[N:22][C:23]([Cl:36])=[C:24]([F:35])[CH:25]=4)[CH:20]=3)[C@H:12]2[O:11][CH2:10]1)([C:4]([CH3:7])([CH3:5])[CH3:6])([CH3:3])[CH3:2]. (6) Given the reactants [F:1][C:2]([F:15])([F:14])[C:3]1[CH:12]=[C:11]2[C:6]([C:7]([SH:13])=[CH:8][CH:9]=[N:10]2)=[CH:5][CH:4]=1.[H-].[Na+].Br[CH2:19][CH2:20][CH2:21][CH2:22][CH2:23][CH2:24][CH2:25][CH2:26][O:27][C:28]1[C:29](=[O:42])[CH:30]=[C:31]([CH2:34][O:35][CH:36]2[CH2:41][CH2:40][CH2:39][CH2:38][O:37]2)[O:32][CH:33]=1, predict the reaction product. The product is: [F:15][C:2]([F:1])([F:14])[C:3]1[CH:12]=[C:11]2[C:6]([C:7]([S:13][CH2:19][CH2:20][CH2:21][CH2:22][CH2:23][CH2:24][CH2:25][CH2:26][O:27][C:28]3[C:29](=[O:42])[CH:30]=[C:31]([CH2:34][O:35][CH:36]4[CH2:41][CH2:40][CH2:39][CH2:38][O:37]4)[O:32][CH:33]=3)=[CH:8][CH:9]=[N:10]2)=[CH:5][CH:4]=1. (7) Given the reactants C(OC(=O)[NH:7][C@H:8]([C:24]1[O:28][N:27]=[C:26]([C:29]2[CH:34]=[CH:33][CH:32]=[C:31]([Cl:35])[CH:30]=2)[N:25]=1)[CH2:9][C:10]1[N:14]([CH:15]2[CH2:17][CH2:16]2)[C:13]([C:18]2[CH:23]=[CH:22][N:21]=[CH:20][CH:19]=2)=[N:12][N:11]=1)(C)(C)C, predict the reaction product. The product is: [Cl:35][C:31]1[CH:30]=[C:29]([C:26]2[N:25]=[C:24]([C@@H:8]([NH2:7])[CH2:9][C:10]3[N:14]([CH:15]4[CH2:17][CH2:16]4)[C:13]([C:18]4[CH:19]=[CH:20][N:21]=[CH:22][CH:23]=4)=[N:12][N:11]=3)[O:28][N:27]=2)[CH:34]=[CH:33][CH:32]=1. (8) Given the reactants [C:1]([O:7][CH2:8][CH3:9])(=[O:6])[CH2:2][C:3]([CH3:5])=[O:4].[Li+].CC([N-]C(C)C)C.[CH2:18](Br)[C:19]1[CH:24]=[CH:23][CH:22]=[CH:21][CH:20]=1, predict the reaction product. The product is: [CH2:8]([O:7][C:1](=[O:6])[CH2:2][C:3](=[O:4])[CH2:5][CH2:18][C:19]1[CH:24]=[CH:23][CH:22]=[CH:21][CH:20]=1)[CH3:9]. (9) Given the reactants [Br:1][C:2]1[C:3]([N+:22]([O-])=O)=[CH:4][C:5]2[O:9][C:8]([C:10]3[CH:15]=[CH:14][C:13]([F:16])=[CH:12][CH:11]=3)=[C:7]([C:17]([O:19][CH3:20])=[O:18])[C:6]=2[CH:21]=1.[NH4+].[Cl-], predict the reaction product. The product is: [NH2:22][C:3]1[C:2]([Br:1])=[CH:21][C:6]2[C:7]([C:17]([O:19][CH3:20])=[O:18])=[C:8]([C:10]3[CH:11]=[CH:12][C:13]([F:16])=[CH:14][CH:15]=3)[O:9][C:5]=2[CH:4]=1. (10) Given the reactants I[C:2]1[S:6][C:5]([C:7]([O:9][CH3:10])=[O:8])=[CH:4][CH:3]=1.C([Mg]Cl)(C)C.[F:16][C:17]1[CH:22]=[CH:21][C:20]([C:23]2[N:24]=[CH:25][N:26]3[C:35]=2[CH:34]=[C:33]2[C@@:28]([CH3:38])([C@@H:29]([CH:36]=[O:37])[CH2:30][CH2:31][CH2:32]2)[CH2:27]3)=[CH:19][CH:18]=1.[Cl-].[NH4+], predict the reaction product. The product is: [F:16][C:17]1[CH:22]=[CH:21][C:20]([C:23]2[N:24]=[CH:25][N:26]3[C:35]=2[CH:34]=[C:33]2[C@@:28]([CH3:38])([C@@H:29]([CH:36]([OH:37])[C:2]4[S:6][C:5]([C:7]([O:9][CH3:10])=[O:8])=[CH:4][CH:3]=4)[CH2:30][CH2:31][CH2:32]2)[CH2:27]3)=[CH:19][CH:18]=1.